Dataset: Full USPTO retrosynthesis dataset with 1.9M reactions from patents (1976-2016). Task: Predict the reactants needed to synthesize the given product. (1) Given the product [Cl:6][C:7]1[C:8]([CH2:17][O:18][C:19]2[CH:28]=[CH:27][C:26]3[CH2:25][C:24]([CH3:30])([CH3:29])[CH2:23][CH2:22][C:21]=3[CH:20]=2)=[CH:9][C:10]2[O:14][N:13]=[C:12]([NH:15][S:2]([CH3:1])(=[O:4])=[O:3])[C:11]=2[CH:16]=1, predict the reactants needed to synthesize it. The reactants are: [CH3:1][S:2](Cl)(=[O:4])=[O:3].[Cl:6][C:7]1[C:8]([CH2:17][O:18][C:19]2[CH:28]=[CH:27][C:26]3[CH2:25][C:24]([CH3:30])([CH3:29])[CH2:23][CH2:22][C:21]=3[CH:20]=2)=[CH:9][C:10]2[O:14][N:13]=[C:12]([NH2:15])[C:11]=2[CH:16]=1.C(N(CC)CC)C. (2) Given the product [C:8]([C:6]1[CH:5]=[CH:4][N:3]=[C:2]([Sn:12]([CH3:18])([CH3:17])[CH3:11])[CH:7]=1)#[C:9][CH3:10], predict the reactants needed to synthesize it. The reactants are: Br[C:2]1[CH:7]=[C:6]([C:8]#[C:9][CH3:10])[CH:5]=[CH:4][N:3]=1.[CH3:11][Sn:12]([CH3:18])([CH3:17])[Sn:12]([CH3:18])([CH3:17])[CH3:11]. (3) The reactants are: [OH:1][C:2]1[CH:7]=[CH:6][C:5]([CH2:8][C:9]([O:11][CH3:12])=[O:10])=[CH:4][CH:3]=1. Given the product [OH:1][C@@H:2]1[CH2:3][CH2:4][C@H:5]([CH2:8][C:9]([O:11][CH3:12])=[O:10])[CH2:6][CH2:7]1, predict the reactants needed to synthesize it. (4) Given the product [Br:1][C:2]1[CH:3]=[C:4]2[C:9](=[CH:10][CH:11]=1)[N:8]=[C:7]([S:12][CH3:17])[N:6]=[C:5]2[OH:13], predict the reactants needed to synthesize it. The reactants are: [Br:1][C:2]1[CH:3]=[C:4]2[C:9](=[CH:10][CH:11]=1)[N:8]=[C:7]([SH:12])[N:6]=[C:5]2[OH:13].CI.[O-][CH2:17]C.[Na+].Cl. (5) Given the product [Cl:15][C:6]1[CH:7]=[CH:8][N:9]=[C:10]2[C:5]=1[CH:4]=[CH:3][C:2]([CH3:1])=[N:11]2, predict the reactants needed to synthesize it. The reactants are: [CH3:1][C:2]1[N:11]=[C:10]2[C:5]([C:6](O)=[CH:7][CH:8]=[N:9]2)=[CH:4][CH:3]=1.O=P(Cl)(Cl)[Cl:15]. (6) Given the product [CH3:13][C@H:12]([N:11]([CH2:10][CH2:9][CH2:8][NH:7][C:6]([O:5][C:1]([CH3:3])([CH3:2])[CH3:4])=[O:16])[C:17](=[O:18])[O:19][C:20]([CH3:23])([CH3:22])[CH3:21])[C:14]#[CH:15], predict the reactants needed to synthesize it. The reactants are: [C:1]([O:5][C:6](=[O:16])[NH:7][CH2:8][CH2:9][CH2:10][NH:11][C@H:12]([C:14]#[CH:15])[CH3:13])([CH3:4])([CH3:3])[CH3:2].[C:17](O[C:17]([O:19][C:20]([CH3:23])([CH3:22])[CH3:21])=[O:18])([O:19][C:20]([CH3:23])([CH3:22])[CH3:21])=[O:18].C([O-])(O)=O.[Na+]. (7) Given the product [CH:5]1([C:9]([OH:11])([C:1]#[CH:2])[CH3:10])[CH2:8][CH2:7][CH2:6]1, predict the reactants needed to synthesize it. The reactants are: [C:1]([Mg]Br)#[CH:2].[CH:5]1([C:9](=[O:11])[CH3:10])[CH2:8][CH2:7][CH2:6]1. (8) Given the product [C:13]([CH2:14][CH2:15][O:1][CH2:2][C:3]([CH2:8][O:9][CH2:15][CH2:14][C:13]#[N:16])([CH2:6][O:7][CH2:15][CH2:14][C:13]#[N:16])[CH2:4][O:5][CH2:15][CH2:14][C:13]#[N:16])#[N:16], predict the reactants needed to synthesize it. The reactants are: [OH:1][CH2:2][C:3]([CH2:8][OH:9])([CH2:6][OH:7])[CH2:4][OH:5].O.[OH-].[K+].[C:13](#[N:16])[CH:14]=[CH2:15]. (9) Given the product [Br:1][C:2]1[N:6]2[N:7]=[C:8]([NH:16][CH2:15][CH2:14][N:13]([CH3:17])[CH3:12])[CH:9]=[CH:10][C:5]2=[N:4][CH:3]=1, predict the reactants needed to synthesize it. The reactants are: [Br:1][C:2]1[N:6]2[N:7]=[C:8](Cl)[CH:9]=[CH:10][C:5]2=[N:4][CH:3]=1.[CH3:12][N:13]([CH3:17])[CH2:14][CH2:15][NH2:16].C(Cl)Cl.CO.[NH4+].[OH-]. (10) Given the product [CH2:1]([O:8][C:9]1[C:24](=[O:25])[N:13]2[CH2:14][CH2:15][O:16][CH2:17][C:18]3([CH2:19][CH2:20][O:21][CH2:22][CH2:23]3)[C:12]2=[N:11][C:10]=1[C:26]([NH:29][CH2:30][C:31]1[CH:36]=[CH:35][C:34]([F:37])=[CH:33][C:32]=1[N:38]1[C:42](=[O:43])[N:41]([CH3:44])[CH:40]=[N:39]1)=[O:27])[C:2]1[CH:3]=[CH:4][CH:5]=[CH:6][CH:7]=1, predict the reactants needed to synthesize it. The reactants are: [CH2:1]([O:8][C:9]1[C:24](=[O:25])[N:13]2[CH2:14][CH2:15][O:16][CH2:17][C:18]3([CH2:23][CH2:22][O:21][CH2:20][CH2:19]3)[C:12]2=[N:11][C:10]=1[C:26](O)=[O:27])[C:2]1[CH:7]=[CH:6][CH:5]=[CH:4][CH:3]=1.[NH2:29][CH2:30][C:31]1[CH:36]=[CH:35][C:34]([F:37])=[CH:33][C:32]=1[N:38]1[C:42](=[O:43])[N:41]([CH3:44])[CH:40]=[N:39]1.C(N(C(C)C)CC)(C)C.N1(OC(N(C)C)=[N+](C)C)C2N=CC=CC=2N=N1.Cl.